This data is from Peptide-MHC class II binding affinity with 134,281 pairs from IEDB. The task is: Regression. Given a peptide amino acid sequence and an MHC pseudo amino acid sequence, predict their binding affinity value. This is MHC class II binding data. (1) The peptide sequence is GRKTRSAYERMCNIL. The MHC is DRB1_1501 with pseudo-sequence DRB1_1501. The binding affinity (normalized) is 0.177. (2) The peptide sequence is MGDDHFWAVRGGGGE. The MHC is DRB1_1302 with pseudo-sequence DRB1_1302. The binding affinity (normalized) is 0.197.